Task: Regression. Given two drug SMILES strings and cell line genomic features, predict the synergy score measuring deviation from expected non-interaction effect.. Dataset: NCI-60 drug combinations with 297,098 pairs across 59 cell lines Drug 1: C1=CC(=CC=C1CCCC(=O)O)N(CCCl)CCCl. Cell line: OVCAR-4. Drug 2: CC1C(C(CC(O1)OC2CC(CC3=C2C(=C4C(=C3O)C(=O)C5=CC=CC=C5C4=O)O)(C(=O)C)O)N)O. Synergy scores: CSS=21.1, Synergy_ZIP=-0.0179, Synergy_Bliss=2.57, Synergy_Loewe=-34.6, Synergy_HSA=0.784.